From a dataset of Catalyst prediction with 721,799 reactions and 888 catalyst types from USPTO. Predict which catalyst facilitates the given reaction. (1) Reactant: [CH:1]([C:3]1[CH:9]=[CH:8][CH:7]=[CH:6][C:4]=1N)=[CH2:2].C([N:12](CC)CC)C.[Cl:17][CH:18]([Cl:22])[C:19](Cl)=[O:20]. Product: [Cl:17][CH:18]([Cl:22])[C:19]([NH:12][C:6]1[CH:7]=[CH:8][CH:9]=[C:3]([CH:1]=[CH2:2])[CH:4]=1)=[O:20]. The catalyst class is: 4. (2) Reactant: [I:1][C:2]1[CH:7]=[CH:6][C:5]([OH:8])=[CH:4][CH:3]=1.[H-].[Na+].[C:11]([O:14][CH2:15][CH3:16])(=[O:13])[CH3:12]. Product: [I:1][C:2]1[CH:7]=[CH:6][C:5]([O:8][CH2:12][C:11]([O:14][CH2:15][CH3:16])=[O:13])=[CH:4][CH:3]=1. The catalyst class is: 1. (3) Reactant: [CH3:1][O:2][C:3]1[CH:38]=[C:37]([O:39][CH3:40])[CH:36]=[CH:35][C:4]=1[CH2:5][N:6]([C:30]1[S:34][N:33]=[CH:32][N:31]=1)[S:7]([C:10]1[C:28]([F:29])=[CH:27][C:13]2[N:14]([C@@H:18]([C:20]3[CH:25]=[CH:24][CH:23]=[CH:22][C:21]=3I)[CH3:19])[C:15](=[O:17])[O:16][C:12]=2[CH:11]=1)(=[O:9])=[O:8].[O:41]=[C:42]1[CH2:45][N:44]([C:46]([O:48][C:49]([CH3:52])([CH3:51])[CH3:50])=[O:47])[CH2:43]1. Product: [CH3:1][O:2][C:3]1[CH:38]=[C:37]([O:39][CH3:40])[CH:36]=[CH:35][C:4]=1[CH2:5][N:6]([C:30]1[S:34][N:33]=[CH:32][N:31]=1)[S:7]([C:10]1[C:28]([F:29])=[CH:27][C:13]2[N:14]([C@@H:18]([C:20]3[CH:25]=[CH:24][CH:23]=[CH:22][C:21]=3[C:42]3([OH:41])[CH2:43][N:44]([C:46]([O:48][C:49]([CH3:51])([CH3:50])[CH3:52])=[O:47])[CH2:45]3)[CH3:19])[C:15](=[O:17])[O:16][C:12]=2[CH:11]=1)(=[O:9])=[O:8]. The catalyst class is: 774.